From a dataset of Catalyst prediction with 721,799 reactions and 888 catalyst types from USPTO. Predict which catalyst facilitates the given reaction. (1) Reactant: [C:1](=[O:16])([O:14][CH3:15])[O:2][C:3]1[CH:8]=[C:7]([N+:9]([O-])=O)[C:6]([F:12])=[CH:5][C:4]=1[CH3:13]. Product: [F:12][C:6]1[CH:5]=[C:4]([CH3:13])[C:3]([O:2][C:1]([O:14][CH3:15])=[O:16])=[CH:8][C:7]=1[NH2:9]. The catalyst class is: 865. (2) Reactant: [CH2:1]([C:8]1[C:17]2[C:12](=[CH:13][CH:14]=[CH:15][CH:16]=2)[C:11]([N:18]2[CH2:23][CH2:22][N:21]([C:24]3[N:29]=[CH:28][C:27]([CH:30]=O)=[CH:26][CH:25]=3)[CH2:20][CH2:19]2)=[N:10][N:9]=1)[C:2]1[CH:7]=[CH:6][CH:5]=[CH:4][CH:3]=1.[BH-](OC(C)=O)(OC(C)=O)OC(C)=O.[Na+].[NH:46]1[CH2:51][CH2:50][O:49][CH2:48][CH2:47]1.C([O-])(O)=O.[Na+]. Product: [CH2:1]([C:8]1[C:17]2[C:12](=[CH:13][CH:14]=[CH:15][CH:16]=2)[C:11]([N:18]2[CH2:23][CH2:22][N:21]([C:24]3[CH:25]=[CH:26][C:27]([CH2:30][N:46]4[CH2:51][CH2:50][O:49][CH2:48][CH2:47]4)=[CH:28][N:29]=3)[CH2:20][CH2:19]2)=[N:10][N:9]=1)[C:2]1[CH:3]=[CH:4][CH:5]=[CH:6][CH:7]=1. The catalyst class is: 322. (3) Reactant: [Cl:1][C:2]1[CH:3]=[C:4]([C@@H:8]2[C@@H:13]([C:14]3[CH:19]=[CH:18][C:17]([Cl:20])=[CH:16][CH:15]=3)[N:12]([CH2:21][CH:22]3[CH2:24][CH2:23]3)[C:11](=[O:25])[C@@H:10]([CH2:26][C:27](O)=[O:28])[CH2:9]2)[CH:5]=[CH:6][CH:7]=1.Cl.C(N=C=NCCCN(C)C)C.N1C2C(=NC=CC=2)[N:44]([OH:51])N=1.Cl.NO.C(=O)([O-])O.[Na+]. Product: [Cl:1][C:2]1[CH:3]=[C:4]([C@@H:8]2[C@@H:13]([C:14]3[CH:19]=[CH:18][C:17]([Cl:20])=[CH:16][CH:15]=3)[N:12]([CH2:21][CH:22]3[CH2:24][CH2:23]3)[C:11](=[O:25])[C@@H:10]([CH2:26][C:27]([NH:44][OH:51])=[O:28])[CH2:9]2)[CH:5]=[CH:6][CH:7]=1. The catalyst class is: 18. (4) Reactant: [CH:1]1([C:5]2[CH:13]=[N:12][CH:11]=[C:10]([F:14])[C:6]=2[C:7]([OH:9])=O)[CH2:4][CH2:3][CH2:2]1.CCN(C(C)C)C(C)C.CN(C(ON1N=NC2C=CC=NC1=2)=[N+](C)C)C.F[P-](F)(F)(F)(F)F.[CH3:48][O:49][C:50]1[CH:72]=[C:71]([O:73][CH3:74])[CH:70]=[CH:69][C:51]=1[CH2:52][N:53]1[C:61]2[C:56](=[C:57]([C:62]([NH2:64])=[NH:63])[CH:58]=[CH:59][N:60]=2)[N:55]2[CH:65]=[C:66]([CH3:68])[N:67]=[C:54]12. The catalyst class is: 18. Product: [CH:1]1([C:5]2[CH:13]=[N:12][CH:11]=[C:10]([F:14])[C:6]=2[C:7]([NH:64][C:62]([C:57]2[C:56]3[N:55]4[CH:65]=[C:66]([CH3:68])[N:67]=[C:54]4[N:53]([CH2:52][C:51]4[CH:69]=[CH:70][C:71]([O:73][CH3:74])=[CH:72][C:50]=4[O:49][CH3:48])[C:61]=3[N:60]=[CH:59][CH:58]=2)=[NH:63])=[O:9])[CH2:2][CH2:3][CH2:4]1. (5) Reactant: [Br:1][C:2]1[CH:3]=[CH:4][C:5]([F:20])=[C:6]([C@:8]([NH:12][C:13](=[O:19])[O:14][C:15]([CH3:18])([CH3:17])[CH3:16])([CH3:11])[CH2:9][OH:10])[CH:7]=1.CC(OI1(OC(C)=O)(OC(C)=O)OC(=O)C2C=CC=CC1=2)=O. Product: [Br:1][C:2]1[CH:3]=[CH:4][C:5]([F:20])=[C:6]([C@:8]([NH:12][C:13](=[O:19])[O:14][C:15]([CH3:17])([CH3:16])[CH3:18])([CH3:11])[CH:9]=[O:10])[CH:7]=1. The catalyst class is: 2. (6) Reactant: [NH2:1][C:2]1[CH:11]=[C:10]([Cl:12])[C:9]([C:13]2[CH:14]=[C:15]3[C:19](=[CH:20][CH:21]=2)[N:18]([CH3:22])[CH:17]=[CH:16]3)=[CH:8][C:3]=1[C:4]([O:6][CH3:7])=[O:5].[CH3:23][O:24][C:25]([C:27]1[CH:28]=[C:29]([CH2:33][C:34](O)=[O:35])[CH:30]=[CH:31][CH:32]=1)=[O:26].CN(C(ON1N=NC2C=CC=NC1=2)=[N+](C)C)C.F[P-](F)(F)(F)(F)F.C(N(CC)CC)C. Product: [Cl:12][C:10]1[C:9]([C:13]2[CH:14]=[C:15]3[C:19](=[CH:20][CH:21]=2)[N:18]([CH3:22])[CH:17]=[CH:16]3)=[CH:8][C:3]([C:4]([O:6][CH3:7])=[O:5])=[C:2]([NH:1][C:34](=[O:35])[CH2:33][C:29]2[CH:30]=[CH:31][CH:32]=[C:27]([C:25]([O:24][CH3:23])=[O:26])[CH:28]=2)[CH:11]=1. The catalyst class is: 4. (7) Reactant: [Cl:1][C:2]1[CH:3]=[C:4]2[C:9](=[CH:10][C:11]=1[N:12]1[CH2:17][C:16]3[C:18]([CH:33]4[CH2:35][CH2:34]4)=[N:19][C:20]([C:22]4[N:26](C5CCCCO5)[N:25]=[CH:24][CH:23]=4)=[CH:21][C:15]=3[NH:14][C:13]1=[O:36])[O:8][CH:7]([C:37]1[C:42]([F:43])=[CH:41][CH:40]=[CH:39][N:38]=1)[CH2:6][CH2:5]2.Cl.C(=O)([O-])O.[Na+]. Product: [Cl:1][C:2]1[CH:3]=[C:4]2[C:9](=[CH:10][C:11]=1[N:12]1[CH2:17][C:16]3[C:18]([CH:33]4[CH2:34][CH2:35]4)=[N:19][C:20]([C:22]4[NH:26][N:25]=[CH:24][CH:23]=4)=[CH:21][C:15]=3[NH:14][C:13]1=[O:36])[O:8][CH:7]([C:37]1[C:42]([F:43])=[CH:41][CH:40]=[CH:39][N:38]=1)[CH2:6][CH2:5]2. The catalyst class is: 8. (8) Reactant: [S:1]1[C:5]2[CH:6]=[CH:7][CH:8]=[CH:9][C:4]=2[N:3]=[C:2]1[C:10]([NH:12][NH2:13])=[O:11].Cl.[N:15]([O-])=O.[Na+]. Product: [S:1]1[C:5]2[CH:6]=[CH:7][CH:8]=[CH:9][C:4]=2[N:3]=[C:2]1[C:10]([N:12]=[N+:13]=[N-:15])=[O:11]. The catalyst class is: 6.